From a dataset of Catalyst prediction with 721,799 reactions and 888 catalyst types from USPTO. Predict which catalyst facilitates the given reaction. (1) Reactant: [CH3:1][C:2]1[O:6][N:5]=[C:4]([C:7]2[NH:8][C:9]3[C:14]([C:15]=2[CH:16]=O)=[CH:13][CH:12]=[CH:11][CH:10]=3)[N:3]=1.C([O-])(=O)C.[Na+].[N+:23](CC)([O-])=O. Product: [CH3:1][C:2]1[O:6][N:5]=[C:4]([C:7]2[NH:8][C:9]3[C:14]([C:15]=2[C:16]#[N:23])=[CH:13][CH:12]=[CH:11][CH:10]=3)[N:3]=1. The catalyst class is: 15. (2) Reactant: [O:1]1[CH:5]=[CH:4][CH:3]=[C:2]1[C:6]1[CH:7]=[C:8]([CH2:12][CH2:13][C:14]2[N:15]=[C:16]([N:21]=CN(C)C)[NH:17][C:18](=[O:20])[CH:19]=2)[CH:9]=[CH:10][CH:11]=1.C(=O)(O)[O-].[K+].[CH:31]1([CH2:37]Br)[CH2:36][CH2:35][CH2:34][CH2:33][CH2:32]1.[OH-].[NH4+].Cl. The catalyst class is: 618. Product: [NH2:21][C:16]1[N:17]([CH2:37][CH:31]2[CH2:36][CH2:35][CH2:34][CH2:33][CH2:32]2)[C:18](=[O:20])[CH:19]=[C:14]([CH2:13][CH2:12][C:8]2[CH:9]=[CH:10][CH:11]=[C:6]([C:2]3[O:1][CH:5]=[CH:4][CH:3]=3)[CH:7]=2)[N:15]=1. (3) Reactant: [CH3:1][O:2][C:3]([C:5]1[CH:10]=[CH:9][CH:8]=[CH:7][C:6]=1[NH:11][CH:12]([C:16]1[CH:17]=[N:18][C:19]([O:22][CH3:23])=[CH:20][CH:21]=1)[C:13]([OH:15])=[O:14])=[O:4].[N:24]12[CH2:31][CH2:30][CH:27]([CH2:28][CH2:29]1)[C@@H:26](O)[CH2:25]2.O.N1(O)C2C=CC=CC=2N=N1.C(=NC1CCCCC1)=NC1CCCCC1. Product: [CH3:23][O:22][C:19]1[N:18]=[CH:17][C:16]([CH:12]([NH:11][C:6]2[CH:7]=[CH:8][CH:9]=[CH:10][C:5]=2[C:3]([O:2][CH3:1])=[O:4])[C:13](=[O:15])[O:14][C@@H:26]2[CH:27]3[CH2:30][CH2:31][N:24]([CH2:29][CH2:28]3)[CH2:25]2)=[CH:21][CH:20]=1. The catalyst class is: 1.